From a dataset of Full USPTO retrosynthesis dataset with 1.9M reactions from patents (1976-2016). Predict the reactants needed to synthesize the given product. (1) Given the product [Cl:1][C:2]1[N:10]=[CH:9][C:8]([C:11]([F:14])([F:13])[F:12])=[CH:7][C:3]=1[C:4]([Cl:18])=[O:5], predict the reactants needed to synthesize it. The reactants are: [Cl:1][C:2]1[N:10]=[CH:9][C:8]([C:11]([F:14])([F:13])[F:12])=[CH:7][C:3]=1[C:4](O)=[O:5].C(Cl)(=O)C([Cl:18])=O.CN(C=O)C. (2) Given the product [Cl:1][C:2]1[CH:11]=[CH:10][C:9]2[N:8]([CH2:29][CH:31]3[CH2:32][O:33]3)[C:7](=[O:12])[C:6]3=[C:13]([CH3:22])[N:14]([CH:16]4[CH2:21][CH2:20][CH2:19][CH2:18][O:17]4)[N:15]=[C:5]3[C:4]=2[CH:3]=1, predict the reactants needed to synthesize it. The reactants are: [Cl:1][C:2]1[CH:11]=[CH:10][C:9]2[NH:8][C:7](=[O:12])[C:6]3=[C:13]([CH3:22])[N:14]([CH:16]4[CH2:21][CH2:20][CH2:19][CH2:18][O:17]4)[N:15]=[C:5]3[C:4]=2[CH:3]=1.C([O-])([O-])=O.[Cs+].[Cs+].[CH2:29]([CH:31]1[O:33][CH2:32]1)Cl. (3) Given the product [CH2:1]([O:8][C:9]1[CH:14]=[CH:13][C:12]([CH3:15])=[CH:11][C:10]=1[CH2:22][C@@H:23]([OH:24])[CH3:25])[C:2]1[CH:7]=[CH:6][CH:5]=[CH:4][CH:3]=1, predict the reactants needed to synthesize it. The reactants are: [CH2:1]([O:8][C:9]1[CH:14]=[CH:13][C:12]([CH3:15])=[CH:11][C:10]=1Br)[C:2]1[CH:7]=[CH:6][CH:5]=[CH:4][CH:3]=1.[Li]CCCC.[CH3:22][C@H:23]1[CH2:25][O:24]1.B(F)(F)F.CCOCC. (4) Given the product [CH3:1][C:2]1([C:8]([C:10]2[C:18]3[C:13](=[N:14][CH:15]=[C:16]([C:19]4[CH:20]=[C:21]([N:25]5[CH2:30][CH2:29][N:28]([C:44](=[O:45])[CH2:43][C:41]#[N:42])[CH2:27][CH2:26]5)[CH:22]=[CH:23][CH:24]=4)[N:17]=3)[NH:12][CH:11]=2)=[O:9])[CH2:7][CH2:6][CH2:5][CH2:4][CH2:3]1, predict the reactants needed to synthesize it. The reactants are: [CH3:1][C:2]1([C:8]([C:10]2[C:18]3[C:13](=[N:14][CH:15]=[C:16]([C:19]4[CH:24]=[CH:23][CH:22]=[C:21]([N:25]5[CH2:30][CH2:29][NH:28][CH2:27][CH2:26]5)[CH:20]=4)[N:17]=3)[NH:12][CH:11]=2)=[O:9])[CH2:7][CH2:6][CH2:5][CH2:4][CH2:3]1.N1(O)C2C=CC=CC=2N=N1.[C:41]([CH2:43][C:44](O)=[O:45])#[N:42].Cl.CN(C)CCCN=C=NCC. (5) Given the product [NH2:21][C:20]1[C:11]([C:9]([C:6]2[CH:5]=[CH:4][C:3]([O:2][CH3:1])=[CH:8][CH:7]=2)=[O:10])=[CH:12][CH:13]=[C:14]2[C:19]=1[N:18]=[CH:17][CH:16]=[CH:15]2, predict the reactants needed to synthesize it. The reactants are: [CH3:1][O:2][C:3]1[CH:8]=[CH:7][C:6]([C:9]([C:11]2[C:20]([N+:21]([O-])=O)=[C:19]3[C:14]([CH:15]=[CH:16][CH:17]=[N:18]3)=[CH:13][CH:12]=2)=[O:10])=[CH:5][CH:4]=1. (6) Given the product [C:45]([O:44][C:42](=[O:43])[N:41](/[C:40](=[N:39]/[C:32]([O:34][C:35]([CH3:38])([CH3:37])[CH3:36])=[O:33])/[N:49]1[CH:53]=[CH:52][CH:51]=[N:50]1)[CH2:30][CH2:29][CH2:28][C:25]1[CH:24]=[CH:23][C:22]([O:21][CH3:20])=[CH:27][CH:26]=1)([CH3:48])([CH3:47])[CH3:46], predict the reactants needed to synthesize it. The reactants are: C1(P(C2C=CC=CC=2)C2C=CC=CC=2)C=CC=CC=1.[CH3:20][O:21][C:22]1[CH:27]=[CH:26][C:25]([CH2:28][CH2:29][CH2:30]O)=[CH:24][CH:23]=1.[C:32]([NH:39][C:40]([N:49]1[CH:53]=[CH:52][CH:51]=[N:50]1)=[N:41][C:42]([O:44][C:45]([CH3:48])([CH3:47])[CH3:46])=[O:43])([O:34][C:35]([CH3:38])([CH3:37])[CH3:36])=[O:33].N(C(OC(C)(C)C)=O)=NC(OC(C)(C)C)=O.CCCC(C)C.